This data is from Reaction yield outcomes from USPTO patents with 853,638 reactions. The task is: Predict the reaction yield, written as a fraction of the theoretical maximum amount of product (1.0 means a 100% yield; for example, 0.34 means a 34% yield). The reactants are [C:1]([O:5][C:6]([NH:8][C@H:9]([CH2:29][C:30]1[CH:35]=[C:34]([F:36])[C:33]([F:37])=[CH:32][C:31]=1[F:38])[CH2:10][C:11]([N:13]1[CH2:18][CH2:17][N:16]2[C:19]([C:25]([F:28])([F:27])[F:26])=[N:20][C:21]([C:22]([OH:24])=O)=[C:15]2[CH2:14]1)=[O:12])=[O:7])([CH3:4])([CH3:3])[CH3:2].[NH:39]1[CH2:43][CH2:42][CH2:41][CH2:40]1.O=C1N([ClH]P([ClH]N2CCOC2=O)=O)CCO1.C(N(CC)CC)C. The catalyst is ClCCl. The product is [C:1]([O:5][C:6](=[O:7])[NH:8][C@H:9]([CH2:29][C:30]1[CH:35]=[C:34]([F:36])[C:33]([F:37])=[CH:32][C:31]=1[F:38])[CH2:10][C:11](=[O:12])[N:13]1[CH2:18][CH2:17][N:16]2[C:19]([C:25]([F:27])([F:26])[F:28])=[N:20][C:21]([C:22]([N:39]3[CH2:43][CH2:42][CH2:41][CH2:40]3)=[O:24])=[C:15]2[CH2:14]1)([CH3:4])([CH3:2])[CH3:3]. The yield is 0.740.